From a dataset of Catalyst prediction with 721,799 reactions and 888 catalyst types from USPTO. Predict which catalyst facilitates the given reaction. (1) Reactant: [OH:1][CH2:2][CH:3]1[CH:8]([NH:9][C:10](=[O:16])[O:11][C:12]([CH3:15])([CH3:14])[CH3:13])[CH2:7][CH2:6][O:5][CH2:4]1.[Cl:17][C:18]1[CH:19]=[N:20][N:21]([C:23]2[CH:28]=[CH:27][C:26](O)=[CH:25][CH:24]=2)[CH:22]=1.C1CCN(C(N=NC(N2CCCCC2)=O)=O)CC1.P(CCCC)(CCCC)CCCC. Product: [Cl:17][C:18]1[CH:19]=[N:20][N:21]([C:23]2[CH:28]=[CH:27][C:26]([O:1][CH2:2][CH:3]3[CH:8]([NH:9][C:10](=[O:16])[O:11][C:12]([CH3:13])([CH3:15])[CH3:14])[CH2:7][CH2:6][O:5][CH2:4]3)=[CH:25][CH:24]=2)[CH:22]=1. The catalyst class is: 11. (2) Reactant: [Cl:1][C:2]1[CH:3]=[C:4]([C:7]([C:10]#[C:11][C:12]2[CH:17]=[C:16]([F:18])[CH:15]=[CH:14][C:13]=2[CH3:19])=[CH:8][N:9]=1)[CH:5]=[O:6].[CH3:20][Mg]Cl.CC(OI1(OC(C)=O)(OC(C)=O)OC(=O)C2C=CC=CC1=2)=O. Product: [Cl:1][C:2]1[CH:3]=[C:4]([C:5](=[O:6])[CH3:20])[C:7]([C:10]#[C:11][C:12]2[CH:17]=[C:16]([F:18])[CH:15]=[CH:14][C:13]=2[CH3:19])=[CH:8][N:9]=1. The catalyst class is: 217. (3) Reactant: CON(C)[C:4](=[O:18])[C:5]1[CH:10]=[C:9]([CH3:11])[C:8]([O:12][CH2:13][C:14]([F:17])([F:16])[F:15])=[N:7][CH:6]=1.[CH3:20][Mg]Br. Product: [CH3:11][C:9]1[CH:10]=[C:5]([C:4](=[O:18])[CH3:20])[CH:6]=[N:7][C:8]=1[O:12][CH2:13][C:14]([F:15])([F:16])[F:17]. The catalyst class is: 1.